From a dataset of Forward reaction prediction with 1.9M reactions from USPTO patents (1976-2016). Predict the product of the given reaction. (1) Given the reactants C([O-])(=O)C1C(=CC=CC=1)C(N)=[O:5].[CH2:13]([P+:17]([CH2:26][CH2:27][CH2:28][CH3:29])([CH2:22][CH2:23][CH2:24][CH3:25])[CH2:18][CH2:19][CH2:20][CH3:21])[CH2:14][CH2:15][CH3:16].C1(=O)NC(=O)C2=CC=CC=C12, predict the reaction product. The product is: [OH-:5].[CH2:26]([P+:17]([CH2:13][CH2:14][CH2:15][CH3:16])([CH2:18][CH2:19][CH2:20][CH3:21])[CH2:22][CH2:23][CH2:24][CH3:25])[CH2:27][CH2:28][CH3:29]. (2) Given the reactants [CH3:1][CH:2]([CH3:5])[CH2:3]O.[CH3:6][C:7]1[CH:13]=[CH:12][C:11]([C:14]([F:17])([F:16])[F:15])=[CH:10][C:8]=1[NH2:9].[I-].[K+].ClCCl, predict the reaction product. The product is: [CH3:6][C:7]1[CH:13]=[CH:12][C:11]([C:14]([F:15])([F:16])[F:17])=[CH:10][C:8]=1[NH:9][CH2:1][CH:2]([CH3:5])[CH3:3]. (3) Given the reactants [C:1]([O:5][C:6]([NH:8][CH:9]([C:31]1[CH:36]=[CH:35][CH:34]=[CH:33][CH:32]=1)[C:10]([NH:12][CH:13]([C:25]1[CH:30]=[CH:29][CH:28]=[CH:27][CH:26]=1)[C:14]([O:16][C@@H:17]1[CH:22]2[CH2:23][CH2:24][N:19]([CH2:20][CH2:21]2)[CH2:18]1)=[O:15])=[O:11])=[O:7])([CH3:4])([CH3:3])[CH3:2].[Cl:37][CH2:38][C:39]([C:41]1[CH:46]=[CH:45][CH:44]=[CH:43][CH:42]=1)=[O:40], predict the reaction product. The product is: [Cl-:37].[C:1]([O:5][C:6]([NH:8][CH:9]([C:31]1[CH:36]=[CH:35][CH:34]=[CH:33][CH:32]=1)[C:10]([NH:12][CH:13]([C:25]1[CH:26]=[CH:27][CH:28]=[CH:29][CH:30]=1)[C:14]([O:16][C@@H:17]1[CH:22]2[CH2:21][CH2:20][N+:19]([CH2:38][C:39](=[O:40])[C:41]3[CH:46]=[CH:45][CH:44]=[CH:43][CH:42]=3)([CH2:24][CH2:23]2)[CH2:18]1)=[O:15])=[O:11])=[O:7])([CH3:4])([CH3:2])[CH3:3]. (4) Given the reactants [CH3:1][O:2][C:3]1[CH:8]=[CH:7][CH:6]=[CH:5][C:4]=1[C:9]1[CH:14]=[CH:13][C:12]([C:15]([OH:17])=O)=[CH:11][C:10]=1[CH3:18].C(Cl)(=O)C(Cl)=O.[CH:25]1[CH:26]=[CH:27][N:28]2[CH2:34][C:33]3[CH:35]=[CH:36][CH:37]=[CH:38][C:32]=3[NH:31][CH2:30][C:29]=12.C(N(CC)C(C)C)(C)C, predict the reaction product. The product is: [CH:25]1[CH:26]=[CH:27][N:28]2[CH2:34][C:33]3[CH:35]=[CH:36][CH:37]=[CH:38][C:32]=3[N:31]([C:15]([C:12]3[CH:13]=[CH:14][C:9]([C:4]4[CH:5]=[CH:6][CH:7]=[CH:8][C:3]=4[O:2][CH3:1])=[C:10]([CH3:18])[CH:11]=3)=[O:17])[CH2:30][C:29]=12. (5) Given the reactants C([O:3][C:4](=[O:27])[CH2:5][C@H:6]1[CH2:11][CH2:10][C@H:9]([N:12]2[C:16]3=[C:17]4[S:23][CH:22]=[CH:21][C:18]4=[N:19][CH:20]=[C:15]3[N:14]=[C:13]2[C@H:24]([OH:26])[CH3:25])[CH2:8][CH2:7]1)C.O.[OH-].[Li+].CO.Cl, predict the reaction product. The product is: [OH:26][C@@H:24]([C:13]1[N:12]([C@H:9]2[CH2:10][CH2:11][C@H:6]([CH2:5][C:4]([OH:27])=[O:3])[CH2:7][CH2:8]2)[C:16]2=[C:17]3[S:23][CH:22]=[CH:21][C:18]3=[N:19][CH:20]=[C:15]2[N:14]=1)[CH3:25]. (6) Given the reactants [Li].[I:2][C:3]1[C:4]([C:12]([NH:14][C@@H:15]([CH3:19])[CH2:16][S:17][CH3:18])=[O:13])=[C:5]([CH:9]=[CH:10][CH:11]=1)[C:6]([O-:8])=O.[CH3:20][C:21]1[CH:27]=[C:26]([CH:28]([C:33]([F:36])([F:35])[F:34])[C:29]([F:32])([F:31])[F:30])[CH:25]=[CH:24][C:22]=1[NH2:23], predict the reaction product. The product is: [I:2][C:3]1[CH:11]=[CH:10][CH:9]=[C:5]([C:6]([NH:23][C:22]2[CH:24]=[CH:25][C:26]([CH:28]([C:29]([F:30])([F:31])[F:32])[C:33]([F:34])([F:35])[F:36])=[CH:27][C:21]=2[CH3:20])=[O:8])[C:4]=1[C:12]([NH:14][C@@H:15]([CH3:19])[CH2:16][S:17][CH3:18])=[O:13]. (7) Given the reactants [C:1]([O:5][C:6]([N:8]1[CH2:13][CH2:12][O:11][CH2:10][C@H:9]1[C:14]([OH:16])=O)=[O:7])([CH3:4])([CH3:3])[CH3:2].[C:17]([NH:20][NH2:21])(=[O:19])[CH3:18].C(N(CC)CC)C.CN(C(ON1N=NC2C=CC=NC1=2)=[N+](C)C)C.F[P-](F)(F)(F)(F)F, predict the reaction product. The product is: [C:17]([NH:20][NH:21][C:14]([C@@H:9]1[CH2:10][O:11][CH2:12][CH2:13][N:8]1[C:6]([O:5][C:1]([CH3:2])([CH3:3])[CH3:4])=[O:7])=[O:16])(=[O:19])[CH3:18]. (8) Given the reactants [OH:1][C:2]1([C@H:5]2[CH2:9][O:8]C(C)(C)[N:6]2[C:12]([O:14][CH2:15][C:16]2[CH:21]=[CH:20][CH:19]=[CH:18][CH:17]=2)=[O:13])[CH2:4][CH2:3]1.CC1C=CC(S([O-])(=O)=O)=CC=1.[NH+]1C=CC=CC=1.C(=O)([O-])O.[Na+], predict the reaction product. The product is: [CH2:15]([O:14][C:12](=[O:13])[NH:6][C@@H:5]([C:2]1([OH:1])[CH2:3][CH2:4]1)[CH2:9][OH:8])[C:16]1[CH:17]=[CH:18][CH:19]=[CH:20][CH:21]=1. (9) Given the reactants [OH:1][CH2:2][C:3]1([CH2:6][C:7]#[N:8])[CH2:5][CH2:4]1.C(N(CC)CC)C.[CH3:16][S:17](Cl)(=[O:19])=[O:18], predict the reaction product. The product is: [C:7]([CH2:6][C:3]1([CH2:2][O:1][S:17]([CH3:16])(=[O:19])=[O:18])[CH2:5][CH2:4]1)#[N:8]. (10) Given the reactants [O:1]=[C:2]1[N:7]([C:8]2[CH:13]=[CH:12][C:11]([O:14][CH2:15][C:16]([F:19])([F:18])[F:17])=[CH:10][CH:9]=2)[C:6]([S:20][CH2:21][CH2:22][CH2:23][CH2:24][C:25]#[N:26])=[N:5][C:4]2[CH:27]=[CH:28][NH:29][C:3]1=2.[N:30]([Si](C)(C)C)=[N+:31]=[N-:32].C([Sn](CCCC)=O)CCC.C1(C)C=CC=CC=1, predict the reaction product. The product is: [NH:30]1[C:25]([CH2:24][CH2:23][CH2:22][CH2:21][S:20][C:6]2[N:7]([C:8]3[CH:13]=[CH:12][C:11]([O:14][CH2:15][C:16]([F:17])([F:18])[F:19])=[CH:10][CH:9]=3)[C:2](=[O:1])[C:3]3[NH:29][CH:28]=[CH:27][C:4]=3[N:5]=2)=[N:26][N:32]=[N:31]1.